The task is: Predict the product of the given reaction.. This data is from Forward reaction prediction with 1.9M reactions from USPTO patents (1976-2016). (1) Given the reactants [CH3:1][C:2]1[N:3]=[C:4]([C:7]2[C:8](=[O:33])[NH:9][C:10](=[O:32])[N:11]([CH2:13][CH2:14][CH2:15][N:16]3[CH2:21][C@H:20]4[C@:18]([C:22]5[CH:27]=[CH:26][C:25]([C:28]([F:31])([F:30])[F:29])=[CH:24][CH:23]=5)([CH2:19]4)[CH2:17]3)[CH:12]=2)[S:5][CH:6]=1.[ClH:34], predict the reaction product. The product is: [ClH:34].[CH3:1][C:2]1[N:3]=[C:4]([C:7]2[C:8](=[O:33])[NH:9][C:10](=[O:32])[N:11]([CH2:13][CH2:14][CH2:15][N:16]3[CH2:21][C@H:20]4[C@:18]([C:22]5[CH:27]=[CH:26][C:25]([C:28]([F:31])([F:30])[F:29])=[CH:24][CH:23]=5)([CH2:19]4)[CH2:17]3)[CH:12]=2)[S:5][CH:6]=1. (2) Given the reactants C(O)(C(F)(F)F)=O.[Br:8][C:9]1[C:34]([CH3:35])=[N:33][C:12]2[N:13]=[C:14]([N:20]3[CH2:23][CH:22]([N:24](C)[C:25](=O)OC(C)(C)C)[CH2:21]3)[C:15]3[N:16]([CH:17]=[N:18][N:19]=3)[C:11]=2[CH:10]=1, predict the reaction product. The product is: [Br:8][C:9]1[C:34]([CH3:35])=[N:33][C:12]2[N:13]=[C:14]([N:20]3[CH2:21][CH:22]([NH:24][CH3:25])[CH2:23]3)[C:15]3[N:16]([CH:17]=[N:18][N:19]=3)[C:11]=2[CH:10]=1. (3) The product is: [OH:38][C@H:36]([CH3:37])[CH2:35][NH:34][C:2]1[CH:7]=[C:6]([C:8]2[CH:9]=[C:10]([NH:15][C:16](=[O:27])[C:17]3[CH:22]=[CH:21][N:20]=[C:19]([C:23]([F:25])([F:26])[F:24])[CH:18]=3)[CH:11]=[CH:12][C:13]=2[CH3:14])[CH:5]=[C:4]([N:28]2[CH2:29][CH2:30][O:31][CH2:32][CH2:33]2)[N:3]=1. Given the reactants Cl[C:2]1[CH:7]=[C:6]([C:8]2[CH:9]=[C:10]([NH:15][C:16](=[O:27])[C:17]3[CH:22]=[CH:21][N:20]=[C:19]([C:23]([F:26])([F:25])[F:24])[CH:18]=3)[CH:11]=[CH:12][C:13]=2[CH3:14])[CH:5]=[C:4]([N:28]2[CH2:33][CH2:32][O:31][CH2:30][CH2:29]2)[N:3]=1.[NH2:34][CH2:35][C@H:36]([OH:38])[CH3:37].C(=O)([O-])[O-].[Cs+].[Cs+], predict the reaction product. (4) Given the reactants [CH3:1][O:2][C:3]1[C:4]([C:14]#[C:15][C:16]2[CH:21]=[CH:20][CH:19]=[CH:18][CH:17]=2)=[C:5]2[C:10](=[CH:11][CH:12]=1)[C:9](=[O:13])[CH2:8][CH2:7][CH2:6]2.[H][H], predict the reaction product. The product is: [CH3:1][O:2][C:3]1[C:4]([CH2:14][CH2:15][C:16]2[CH:17]=[CH:18][CH:19]=[CH:20][CH:21]=2)=[C:5]2[C:10](=[CH:11][CH:12]=1)[C:9](=[O:13])[CH2:8][CH2:7][CH2:6]2. (5) Given the reactants [C:1]1([C@H:11]([NH:13][C@H:14]2[CH2:18][CH2:17][N:16](C3C=C(C4C=CC=CC=4)N=CN=3)[CH2:15]2)[CH3:12])[C:10]2[C:5](=[CH:6][CH:7]=[CH:8][CH:9]=2)[CH:4]=[CH:3][CH:2]=1.C(OC(N([C@@H](C1C2C(=CC=CC=2)C=CC=1)C)[C@H]1CCN(C(OC(C)(C)C)=O)C1)=O)(C)(C)C.[ClH:63], predict the reaction product. The product is: [ClH:63].[ClH:63].[C:1]1([C@H:11]([NH:13][C@H:14]2[CH2:18][CH2:17][NH:16][CH2:15]2)[CH3:12])[C:10]2[C:5](=[CH:6][CH:7]=[CH:8][CH:9]=2)[CH:4]=[CH:3][CH:2]=1.